From a dataset of Reaction yield outcomes from USPTO patents with 853,638 reactions. Predict the reaction yield, written as a fraction of the theoretical maximum amount of product (1.0 means a 100% yield; for example, 0.34 means a 34% yield). (1) The reactants are [Br:1][C:2]1[CH:7]=[CH:6][N:5]=[C:4]([NH2:8])[CH:3]=1.Br[CH2:10][C:11]([C:13]1[CH:18]=[CH:17][C:16]([N:19]([CH3:21])[CH3:20])=[CH:15][CH:14]=1)=O. No catalyst specified. The product is [Br:1][C:2]1[CH:7]=[CH:6][N:5]2[CH:10]=[C:11]([C:13]3[CH:18]=[CH:17][C:16]([N:19]([CH3:21])[CH3:20])=[CH:15][CH:14]=3)[N:8]=[C:4]2[CH:3]=1. The yield is 0.610. (2) The reactants are [CH3:1][O:2][C:3](=[O:17])[CH:4]=[C:5]1[CH2:8][CH:7]([NH:9][C:10]([O:12][C:13]([CH3:16])([CH3:15])[CH3:14])=[O:11])[CH2:6]1. The catalyst is CO.[Pd]. The product is [CH3:1][O:2][C:3](=[O:17])[CH2:4][CH:5]1[CH2:6][CH:7]([NH:9][C:10]([O:12][C:13]([CH3:15])([CH3:14])[CH3:16])=[O:11])[CH2:8]1. The yield is 0.990.